This data is from Forward reaction prediction with 1.9M reactions from USPTO patents (1976-2016). The task is: Predict the product of the given reaction. Given the reactants [O:1]=[C:2]1[C:7]([NH:8][CH:9]=[C:10]([C:16]([O:18][CH2:19][CH3:20])=[O:17])[C:11]([O:13][CH2:14][CH3:15])=[O:12])=[CH:6][CH:5]=[CH:4][NH:3]1.C(=O)([O-])[O-].[K+].[K+].[CH3:27][O:28][C:29]1[CH:36]=[CH:35][C:32]([CH2:33]Cl)=[CH:31][CH:30]=1, predict the reaction product. The product is: [CH3:27][O:28][C:29]1[CH:36]=[CH:35][C:32]([CH2:33][N:3]2[CH:4]=[CH:5][CH:6]=[C:7]([NH:8][CH:9]=[C:10]([C:16]([O:18][CH2:19][CH3:20])=[O:17])[C:11]([O:13][CH2:14][CH3:15])=[O:12])[C:2]2=[O:1])=[CH:31][CH:30]=1.